This data is from Forward reaction prediction with 1.9M reactions from USPTO patents (1976-2016). The task is: Predict the product of the given reaction. (1) The product is: [CH2:1]([O:3][C:4]1[N:9]=[C:8]([CH3:10])[C:7]([C:11]2[CH:16]=[CH:15][C:14]3[C:17]4[N:21]([C@H:22]5[CH2:26][CH2:25][O:24][CH2:23]5)[N:20]=[CH:19][C:18]=4[C:27](=[O:29])[NH:32][C:13]=3[CH:12]=2)=[C:6]([CH3:35])[CH:5]=1)[CH3:2]. Given the reactants [CH2:1]([O:3][C:4]1[N:9]=[C:8]([CH3:10])[C:7]([C:11]2[CH:16]=[CH:15][C:14]([C:17]3[N:21]([C@H:22]4[CH2:26][CH2:25][O:24][CH2:23]4)[N:20]=[CH:19][C:18]=3[C:27]([O:29]CC)=O)=[C:13]([N+:32]([O-])=O)[CH:12]=2)=[C:6]([CH3:35])[CH:5]=1)[CH3:2].O, predict the reaction product. (2) Given the reactants [F:1][C:2]1[CH:3]=[C:4](B(O)O)[CH:5]=[CH:6][C:7]=1[C:8]([O:10][CH3:11])=[O:9].[NH:15]1[CH:19]=[CH:18][CH:17]=[N:16]1, predict the reaction product. The product is: [F:1][C:2]1[CH:3]=[C:4]([N:15]2[CH:19]=[CH:18][CH:17]=[N:16]2)[CH:5]=[CH:6][C:7]=1[C:8]([O:10][CH3:11])=[O:9]. (3) Given the reactants [CH:1]#[C:2][CH2:3][N:4]1[CH:8]=[CH:7][N:6]=[N:5]1.[C:9]([C:11]1[CH:27]=[CH:26][C:14]([CH2:15][NH:16][C:17](=[O:25])[C:18]2[CH:23]=[CH:22][CH:21]=[C:20](I)[CH:19]=2)=[CH:13][CH:12]=1)#[N:10].C(N(C(C)C)CC)(C)C, predict the reaction product. The product is: [C:9]([C:11]1[CH:12]=[CH:13][C:14]([CH2:15][NH:16][C:17](=[O:25])[C:18]2[CH:23]=[CH:22][CH:21]=[C:20]([C:1]#[C:2][CH2:3][N:4]3[CH:8]=[CH:7][N:6]=[N:5]3)[CH:19]=2)=[CH:26][CH:27]=1)#[N:10].